This data is from Full USPTO retrosynthesis dataset with 1.9M reactions from patents (1976-2016). The task is: Predict the reactants needed to synthesize the given product. (1) Given the product [F:37][C:34]([F:35])([F:36])[C:29]1[C:30]([NH2:33])=[N:31][CH:32]=[C:27]([C:2]#[C:1][C:3]2[CH:4]=[N:5][N:6]3[C:11]([C:12]([F:14])([F:13])[F:15])=[CH:10][C:9]([C:16]4[CH:21]=[CH:20][C:19]([C:22]([F:25])([F:24])[F:23])=[CH:18][CH:17]=4)=[N:8][C:7]=23)[CH:28]=1, predict the reactants needed to synthesize it. The reactants are: [C:1]([C:3]1[CH:4]=[N:5][N:6]2[C:11]([C:12]([F:15])([F:14])[F:13])=[CH:10][C:9]([C:16]3[CH:21]=[CH:20][C:19]([C:22]([F:25])([F:24])[F:23])=[CH:18][CH:17]=3)=[N:8][C:7]=12)#[CH:2].I[C:27]1[CH:28]=[C:29]([C:34]([F:37])([F:36])[F:35])[C:30]([NH2:33])=[N:31][CH:32]=1. (2) Given the product [Cl:17][C:18]1[CH:23]=[CH:22][C:21]([C:24]2[N:28]([CH:29]3[CH2:31][CH2:30]3)[C:27](=[O:32])[N:26]([CH2:33][C:34]3[NH:12][C:11]([CH2:10][C:4]4[C:3]([Cl:2])=[CH:8][CH:7]=[CH:6][C:5]=4[Cl:9])=[N:13][N:36]=3)[N:25]=2)=[CH:20][CH:19]=1, predict the reactants needed to synthesize it. The reactants are: Cl.[Cl:2][C:3]1[CH:8]=[CH:7][CH:6]=[C:5]([Cl:9])[C:4]=1[CH2:10][C:11](=[NH:13])[NH2:12].C[O-].[Na+].[Cl:17][C:18]1[CH:23]=[CH:22][C:21]([C:24]2[N:28]([CH:29]3[CH2:31][CH2:30]3)[C:27](=[O:32])[N:26]([CH2:33][C:34]([NH:36]N)=O)[N:25]=2)=[CH:20][CH:19]=1. (3) Given the product [CH3:1][O:2][C:3](=[O:31])[CH2:4][C:5]1[CH:10]=[CH:9][C:8]([CH2:11][N:12]2[C:16]3[CH:17]=[C:18]([F:22])[C:19]([F:21])=[CH:20][C:15]=3[N:14]=[C:13]2[C:23]2[CH:28]=[CH:27][C:26]([Cl:29])=[CH:25][C:24]=2[O:30][CH2:33][CH:34]2[CH2:38][CH2:37][CH2:36][CH2:35]2)=[CH:7][CH:6]=1, predict the reactants needed to synthesize it. The reactants are: [CH3:1][O:2][C:3](=[O:31])[CH2:4][C:5]1[CH:10]=[CH:9][C:8]([CH2:11][N:12]2[C:16]3[CH:17]=[C:18]([F:22])[C:19]([F:21])=[CH:20][C:15]=3[N:14]=[C:13]2[C:23]2[CH:28]=[CH:27][C:26]([Cl:29])=[CH:25][C:24]=2[OH:30])=[CH:7][CH:6]=1.Br[CH2:33][CH:34]1[CH2:38][CH2:37][CH2:36][CH2:35]1. (4) The reactants are: CCN(C(C)C)C(C)C.[C:10]1([CH2:16][CH2:17][CH2:18][N:19]2[CH2:24][CH2:23][CH:22]([C:25]([OH:27])=O)[CH2:21][CH2:20]2)[CH:15]=[CH:14][CH:13]=[CH:12][CH:11]=1.C1C=CC2N(O)N=NC=2C=1.CCN=C=NCCCN(C)C.FC(F)(F)C(O)=O.[NH2:56][CH2:57][C:58]([N:60]1[CH2:65][CH2:64][N:63]([C:66](=[O:77])[C:67]2[CH:72]=[CH:71][CH:70]=[CH:69][C:68]=2[C:73]([F:76])([F:75])[F:74])[CH2:62][CH2:61]1)=[O:59]. Given the product [O:59]=[C:58]([N:60]1[CH2:61][CH2:62][N:63]([C:66](=[O:77])[C:67]2[CH:72]=[CH:71][CH:70]=[CH:69][C:68]=2[C:73]([F:76])([F:75])[F:74])[CH2:64][CH2:65]1)[CH2:57][NH:56][C:25]([CH:22]1[CH2:21][CH2:20][N:19]([CH2:18][CH2:17][CH2:16][C:10]2[CH:11]=[CH:12][CH:13]=[CH:14][CH:15]=2)[CH2:24][CH2:23]1)=[O:27], predict the reactants needed to synthesize it. (5) Given the product [CH3:20][N:2]([CH3:1])[CH2:3][CH2:4][CH2:5][O:6][C:7]1[CH:12]=[CH:11][C:10]([NH:13][C:29]([NH:28][C:25]2[CH:26]=[CH:27][C:22]([F:21])=[CH:23][CH:24]=2)=[O:30])=[CH:9][C:8]=1[C:14]1[N:15]([CH3:19])[N:16]=[CH:17][CH:18]=1, predict the reactants needed to synthesize it. The reactants are: [CH3:1][N:2]([CH3:20])[CH2:3][CH2:4][CH2:5][O:6][C:7]1[CH:12]=[CH:11][C:10]([NH2:13])=[CH:9][C:8]=1[C:14]1[N:15]([CH3:19])[N:16]=[CH:17][CH:18]=1.[F:21][C:22]1[CH:27]=[CH:26][C:25]([N:28]=[C:29]=[O:30])=[CH:24][CH:23]=1. (6) Given the product [C:1]([O:5][C:6](=[O:34])[NH:7][C:8]1[CH:13]=[CH:12][CH:11]=[C:10]([S:14][C:15]2[CH:20]=[CH:19][C:18]([C:21](=[O:30])[NH:22][C:23]3[CH:28]=[CH:27][CH:26]=[C:25]([Br:29])[CH:24]=3)=[CH:17][C:16]=2[NH2:31])[CH:9]=1)([CH3:4])([CH3:2])[CH3:3], predict the reactants needed to synthesize it. The reactants are: [C:1]([O:5][C:6](=[O:34])[NH:7][C:8]1[CH:13]=[CH:12][CH:11]=[C:10]([S:14][C:15]2[CH:20]=[CH:19][C:18]([C:21](=[O:30])[NH:22][C:23]3[CH:28]=[CH:27][CH:26]=[C:25]([Br:29])[CH:24]=3)=[CH:17][C:16]=2[N+:31]([O-])=O)[CH:9]=1)([CH3:4])([CH3:3])[CH3:2].[Cl-].[NH4+].O1CCCC1.O. (7) Given the product [Br:1][C:2]1[CH:3]=[CH:4][C:5]([Cl:25])=[C:6]([C:8]2[C:17]3[C:12](=[CH:13][CH:14]=[CH:15][CH:16]=3)[C:11]([C@@H:2]([CH3:3])[CH2:7][CH3:6])=[C:10]([C:28]([NH:27][CH3:26])=[O:29])[N:9]=2)[CH:7]=1, predict the reactants needed to synthesize it. The reactants are: [Br:1][C:2]1[CH:3]=[CH:4][C:5]([Cl:25])=[C:6]([C:8]2[C:17]3[C:12](=[CH:13][CH:14]=[CH:15][CH:16]=3)[CH:11]=[C:10](C(N[C@@H](C)CC)=O)[N:9]=2)[CH:7]=1.[CH3:26][N:27](C)[CH:28]=[O:29].[H-].[Na+].CI. (8) Given the product [CH2:9]([N:28]1[C:26](=[O:27])[NH:25][N:24]=[C:22]1[CH2:21][O:20][C:1]([C:14]1[CH:19]=[CH:18][CH:17]=[CH:16][CH:15]=1)([C:2]1[CH:7]=[CH:6][CH:5]=[CH:4][CH:3]=1)[C:8]1[CH:9]=[CH:10][CH:11]=[CH:12][CH:13]=1)[CH2:8][CH2:1][CH2:2][CH2:3][CH2:4][CH3:5], predict the reactants needed to synthesize it. The reactants are: [C:1]([O:20][CH2:21][C:22]([NH:24][NH:25][C:26]([NH2:28])=[O:27])=O)([C:14]1[CH:19]=[CH:18][CH:17]=[CH:16][CH:15]=1)([C:8]1[CH:13]=[CH:12][CH:11]=[CH:10][CH:9]=1)[C:2]1[CH:7]=[CH:6][CH:5]=[CH:4][CH:3]=1.[N-]=C=O. (9) Given the product [Cl:49][C:50]1[CH:65]=[CH:64][C:53]2[NH:54][C:55]([CH:57]([NH:63][C:5](=[O:7])[C:4]3[CH:8]=[CH:9][C:10]([C:11]([N:13]4[CH2:17][CH2:16][CH2:15][CH2:14]4)=[O:12])=[C:2]([CH3:1])[CH:3]=3)[CH2:58][C:59]([F:61])([F:60])[F:62])=[N:56][C:52]=2[CH:51]=1, predict the reactants needed to synthesize it. The reactants are: [CH3:1][C:2]1[CH:3]=[C:4]([CH:8]=[CH:9][C:10]=1[C:11]([N:13]1[CH2:17][CH2:16][CH2:15][CH2:14]1)=[O:12])[C:5]([OH:7])=O.CN(C(ON1N=NC2C=CC=CC1=2)=[N+](C)C)C.[B-](F)(F)(F)F.C(N(C(C)C)CC)(C)C.[Cl:49][C:50]1[CH:65]=[CH:64][C:53]2[NH:54][C:55]([CH:57]([NH2:63])[CH2:58][C:59]([F:62])([F:61])[F:60])=[N:56][C:52]=2[CH:51]=1.ClCl.